Dataset: Merck oncology drug combination screen with 23,052 pairs across 39 cell lines. Task: Regression. Given two drug SMILES strings and cell line genomic features, predict the synergy score measuring deviation from expected non-interaction effect. (1) Drug 1: CN(C)C(=N)N=C(N)N. Drug 2: CCN(CC)CCNC(=O)c1c(C)[nH]c(C=C2C(=O)Nc3ccc(F)cc32)c1C. Cell line: SKOV3. Synergy scores: synergy=6.81. (2) Drug 2: COC1CC2CCC(C)C(O)(O2)C(=O)C(=O)N2CCCCC2C(=O)OC(C(C)CC2CCC(OP(C)(C)=O)C(OC)C2)CC(=O)C(C)C=C(C)C(O)C(OC)C(=O)C(C)CC(C)C=CC=CC=C1C. Drug 1: CCC1(O)CC2CN(CCc3c([nH]c4ccccc34)C(C(=O)OC)(c3cc4c(cc3OC)N(C)C3C(O)(C(=O)OC)C(OC(C)=O)C5(CC)C=CCN6CCC43C65)C2)C1. Cell line: A427. Synergy scores: synergy=-5.57.